From a dataset of NCI-60 drug combinations with 297,098 pairs across 59 cell lines. Regression. Given two drug SMILES strings and cell line genomic features, predict the synergy score measuring deviation from expected non-interaction effect. (1) Cell line: A498. Drug 1: CC1=CC=C(C=C1)C2=CC(=NN2C3=CC=C(C=C3)S(=O)(=O)N)C(F)(F)F. Drug 2: C1CN(P(=O)(OC1)NCCCl)CCCl. Synergy scores: CSS=-1.05, Synergy_ZIP=0.254, Synergy_Bliss=-0.760, Synergy_Loewe=-1.19, Synergy_HSA=-0.948. (2) Drug 1: CN(C)C1=NC(=NC(=N1)N(C)C)N(C)C. Drug 2: C1=CC(=CC=C1C#N)C(C2=CC=C(C=C2)C#N)N3C=NC=N3. Cell line: MDA-MB-231. Synergy scores: CSS=-1.11, Synergy_ZIP=1.82, Synergy_Bliss=2.24, Synergy_Loewe=-3.23, Synergy_HSA=-1.40. (3) Drug 1: CCCS(=O)(=O)NC1=C(C(=C(C=C1)F)C(=O)C2=CNC3=C2C=C(C=N3)C4=CC=C(C=C4)Cl)F. Drug 2: C1C(C(OC1N2C=NC(=NC2=O)N)CO)O. Cell line: MCF7. Synergy scores: CSS=12.8, Synergy_ZIP=-0.678, Synergy_Bliss=2.98, Synergy_Loewe=-5.16, Synergy_HSA=1.84. (4) Drug 1: C1CC(C1)(C(=O)O)C(=O)O.[NH2-].[NH2-].[Pt+2]. Drug 2: CC1=C2C(C(=O)C3(C(CC4C(C3C(C(C2(C)C)(CC1OC(=O)C(C(C5=CC=CC=C5)NC(=O)OC(C)(C)C)O)O)OC(=O)C6=CC=CC=C6)(CO4)OC(=O)C)O)C)O. Cell line: SNB-75. Synergy scores: CSS=5.03, Synergy_ZIP=-2.04, Synergy_Bliss=-0.625, Synergy_Loewe=-0.572, Synergy_HSA=-0.251. (5) Drug 1: CC1=C(C=C(C=C1)NC2=NC=CC(=N2)N(C)C3=CC4=NN(C(=C4C=C3)C)C)S(=O)(=O)N.Cl. Drug 2: CCC1(C2=C(COC1=O)C(=O)N3CC4=CC5=C(C=CC(=C5CN(C)C)O)N=C4C3=C2)O.Cl. Cell line: HCC-2998. Synergy scores: CSS=0.643, Synergy_ZIP=-0.215, Synergy_Bliss=-8.72, Synergy_Loewe=-40.6, Synergy_HSA=-19.4. (6) Drug 1: C1=CN(C(=O)N=C1N)C2C(C(C(O2)CO)O)O.Cl. Drug 2: C1=NNC2=C1C(=O)NC=N2. Cell line: NCI-H460. Synergy scores: CSS=23.7, Synergy_ZIP=-0.396, Synergy_Bliss=1.34, Synergy_Loewe=-28.6, Synergy_HSA=-1.49. (7) Synergy scores: CSS=6.03, Synergy_ZIP=-14.0, Synergy_Bliss=-38.8, Synergy_Loewe=-9.54, Synergy_HSA=-33.1. Drug 1: C1=C(C(=O)NC(=O)N1)N(CCCl)CCCl. Cell line: KM12. Drug 2: C1C(C(OC1N2C=C(C(=O)NC2=O)F)CO)O. (8) Cell line: DU-145. Drug 1: CS(=O)(=O)OCCCCOS(=O)(=O)C. Synergy scores: CSS=20.2, Synergy_ZIP=-0.799, Synergy_Bliss=0.506, Synergy_Loewe=2.11, Synergy_HSA=3.88. Drug 2: COCCOC1=C(C=C2C(=C1)C(=NC=N2)NC3=CC=CC(=C3)C#C)OCCOC.Cl. (9) Drug 1: C1C(C(OC1N2C=C(C(=O)NC2=O)F)CO)O. Cell line: DU-145. Drug 2: CC1CCCC2(C(O2)CC(NC(=O)CC(C(C(=O)C(C1O)C)(C)C)O)C(=CC3=CSC(=N3)C)C)C. Synergy scores: CSS=44.1, Synergy_ZIP=-4.19, Synergy_Bliss=-5.56, Synergy_Loewe=-14.4, Synergy_HSA=-3.67. (10) Drug 1: C1CCC(CC1)NC(=O)N(CCCl)N=O. Drug 2: C#CCC(CC1=CN=C2C(=N1)C(=NC(=N2)N)N)C3=CC=C(C=C3)C(=O)NC(CCC(=O)O)C(=O)O. Cell line: UO-31. Synergy scores: CSS=10.2, Synergy_ZIP=-2.33, Synergy_Bliss=2.09, Synergy_Loewe=2.05, Synergy_HSA=1.83.